Dataset: Full USPTO retrosynthesis dataset with 1.9M reactions from patents (1976-2016). Task: Predict the reactants needed to synthesize the given product. (1) Given the product [CH:16]1([N:11]2[C:12](=[O:15])[CH:13]=[CH:14][C:9]([C:7]([OH:8])=[O:6])=[N:10]2)[CH2:17][CH2:18][CH2:19][CH2:20]1, predict the reactants needed to synthesize it. The reactants are: C1([O:6][C:7]([C:9]2[CH:14]=[CH:13][C:12](=[O:15])[N:11]([CH:16]3[CH2:20][CH2:19][CH2:18][CH2:17]3)[N:10]=2)=[O:8])CCCC1.[OH-].[Na+].Cl. (2) The reactants are: [O:1]1[C:5]2([CH2:10][CH2:9][C@@H:8]([C:11]([O:13]C)=[O:12])[C@H:7]([C:15]([O:17][CH3:18])=[O:16])[CH2:6]2)[O:4][CH2:3][CH2:2]1. Given the product [CH3:18][O:17][C:15]([C@H:7]1[C@H:8]([C:11]([OH:13])=[O:12])[CH2:9][CH2:10][C:5]2([O:4][CH2:3][CH2:2][O:1]2)[CH2:6]1)=[O:16], predict the reactants needed to synthesize it.